This data is from Full USPTO retrosynthesis dataset with 1.9M reactions from patents (1976-2016). The task is: Predict the reactants needed to synthesize the given product. The reactants are: C(OC([N:8]1[CH2:13][CH2:12][N:11]([C:14]([C:16]2[C:17]3[C:32]([CH3:33])=[N:31][N:30](C4CCCCO4)[C:18]=3[N:19]=[C:20]([C:22]3[CH:27]=[CH:26][C:25]([OH:28])=[CH:24][C:23]=3[F:29])[CH:21]=2)=[O:15])[C:10]([CH3:41])([CH3:40])[CH2:9]1)=O)(C)(C)C. Given the product [CH3:40][C:10]1([CH3:41])[CH2:9][NH:8][CH2:13][CH2:12][N:11]1[C:14]([C:16]1[CH:21]=[C:20]([C:22]2[CH:27]=[CH:26][C:25]([OH:28])=[CH:24][C:23]=2[F:29])[N:19]=[C:18]2[NH:30][N:31]=[C:32]([CH3:33])[C:17]=12)=[O:15], predict the reactants needed to synthesize it.